Task: Regression. Given two drug SMILES strings and cell line genomic features, predict the synergy score measuring deviation from expected non-interaction effect.. Dataset: NCI-60 drug combinations with 297,098 pairs across 59 cell lines Drug 1: CN1CCC(CC1)COC2=C(C=C3C(=C2)N=CN=C3NC4=C(C=C(C=C4)Br)F)OC. Drug 2: C1=CC(=CC=C1CCCC(=O)O)N(CCCl)CCCl. Cell line: MCF7. Synergy scores: CSS=27.9, Synergy_ZIP=-1.48, Synergy_Bliss=0.493, Synergy_Loewe=1.87, Synergy_HSA=2.58.